Dataset: Reaction yield outcomes from USPTO patents with 853,638 reactions. Task: Predict the reaction yield, written as a fraction of the theoretical maximum amount of product (1.0 means a 100% yield; for example, 0.34 means a 34% yield). The reactants are Cl.[N+:2]([C:5]1[CH:10]=[CH:9][C:8](/[C:11](/[C:23]2[CH:28]=[CH:27][CH:26]=[CH:25][CH:24]=2)=[CH:12]\[CH2:13][NH:14][C@@H:15]([C:17]2[CH:22]=[CH:21][CH:20]=[CH:19][CH:18]=2)[CH3:16])=[CH:7][CH:6]=1)([O-])=O. The catalyst is Cl.CO.[NH4+].[OH-].CCOCC.[Zn]. The product is [C:23]1(/[C:11](/[C:8]2[CH:9]=[CH:10][C:5]([NH2:2])=[CH:6][CH:7]=2)=[CH:12]/[CH2:13][NH:14][C@@H:15]([C:17]2[CH:18]=[CH:19][CH:20]=[CH:21][CH:22]=2)[CH3:16])[CH:24]=[CH:25][CH:26]=[CH:27][CH:28]=1. The yield is 0.730.